This data is from Full USPTO retrosynthesis dataset with 1.9M reactions from patents (1976-2016). The task is: Predict the reactants needed to synthesize the given product. (1) Given the product [CH3:14][O:13][C:10]1[N:11]=[CH:12][C:7]([CH:17]=[O:18])=[CH:8][CH:9]=1, predict the reactants needed to synthesize it. The reactants are: [Li+].CCC[CH2-].Br[C:7]1[CH:8]=[CH:9][C:10]([O:13][CH3:14])=[N:11][CH:12]=1.C1C[O:18][CH2:17]C1. (2) Given the product [CH3:14][O:13][C:11]([C:10]1[CH:9]=[C:8]([O:16][C:17](=[O:21])[CH3:22])[C:2]2[S:1][CH:5]=[CH:4][C:3]=2[CH:6]=1)=[O:12], predict the reactants needed to synthesize it. The reactants are: [S:1]1[CH:5]=[CH:4][C:3]([CH:6]=O)=[CH:2]1.[C:8]([O:16][CH3:17])(=O)[CH2:9][CH2:10][C:11]([O:13][CH3:14])=[O:12].C[O-].[Na+].[OH2:21].[CH3:22]O. (3) Given the product [CH2:1]([N:3]1[C:7]2=[N:8][CH:9]=[CH:10][C:11]([O:12][CH2:20][CH2:21][CH2:22][CH2:23][CH2:24][S:25][C:26]3[C:35]4[C:30](=[CH:31][C:32]([C:36]([F:39])([F:37])[F:38])=[CH:33][CH:34]=4)[N:29]=[CH:28][CH:27]=3)=[C:6]2[CH:5]=[N:4]1)[CH3:2], predict the reactants needed to synthesize it. The reactants are: [CH2:1]([N:3]1[C:7]2[N:8]=[CH:9][CH:10]=[C:11]([OH:12])[C:6]=2[CH:5]=[N:4]1)[CH3:2].C([O-])([O-])=O.[Cs+].[Cs+].Br[CH2:20][CH2:21][CH2:22][CH2:23][CH2:24][S:25][C:26]1[C:35]2[C:30](=[CH:31][C:32]([C:36]([F:39])([F:38])[F:37])=[CH:33][CH:34]=2)[N:29]=[CH:28][CH:27]=1. (4) Given the product [CH3:12][O:13][C:14](=[O:17])[CH2:15][N:7]1[CH2:8][CH2:9][CH:4]([C:3]([F:11])([F:10])[F:2])[CH2:5][CH2:6]1, predict the reactants needed to synthesize it. The reactants are: Cl.[F:2][C:3]([F:11])([F:10])[CH:4]1[CH2:9][CH2:8][NH:7][CH2:6][CH2:5]1.[CH3:12][O:13][C:14](=[O:17])[CH2:15]Br.C(N(CC)CC)C. (5) Given the product [Br:1][C:2]1[CH:3]=[CH:4][C:5]([CH:8]2[CH2:13][CH2:12][CH2:11][O:9]2)=[CH:6][CH:7]=1, predict the reactants needed to synthesize it. The reactants are: [Br:1][C:2]1[CH:7]=[CH:6][C:5]([CH:8]2[CH2:13][CH:12]=[CH:11]C[O:9]2)=[CH:4][CH:3]=1.[H][H]. (6) Given the product [C:58]([O:62][CH2:46][CH2:45][O:44][C:43]1[C:48]([C:52]2[CH:57]=[CH:56][CH:55]=[CH:54][CH:53]=2)=[CH:49][CH:50]=[CH:51][C:42]=1[C:36]1[CH:41]=[CH:40][CH:39]=[CH:38][CH:37]=1)(=[O:61])[CH:59]=[CH2:60], predict the reactants needed to synthesize it. The reactants are: C(OC1C=CC(C(C2C=CC(OC(=O)C=C)=CC=2)(C2C=CC(OC(=O)C=C)=CC=2)C)=CC=1)(=O)C=C.[C:36]1([C:42]2[CH:51]=[CH:50][CH:49]=[C:48]([C:52]3[CH:57]=[CH:56][CH:55]=[CH:54][CH:53]=3)[C:43]=2[O:44][CH:45](O)[CH3:46])[CH:41]=[CH:40][CH:39]=[CH:38][CH:37]=1.[C:58]([OH:62])(=[O:61])[CH:59]=[CH2:60].CS(O)(=O)=O.